From a dataset of Reaction yield outcomes from USPTO patents with 853,638 reactions. Predict the reaction yield, written as a fraction of the theoretical maximum amount of product (1.0 means a 100% yield; for example, 0.34 means a 34% yield). (1) The reactants are [O:1]1CCO[CH:2]1[C:6]1[CH:7]=[C:8]([C:12]2([OH:33])[C:16]3[CH:17]=[C:18]([NH:23][C:24](=[O:30])[CH2:25][C:26]([CH3:29])([CH3:28])[CH3:27])[C:19]([CH3:22])=[C:20]([CH3:21])[C:15]=3[O:14][C:13]2([CH3:32])[CH3:31])[CH:9]=[CH:10][CH:11]=1.O.C1(C)C=CC(S([O-])(=O)=O)=CC=1.[NH+]1C=CC=CC=1. The catalyst is CC(C)=O. The yield is 0.720. The product is [CH:2]([C:6]1[CH:7]=[C:8]([C:12]2([OH:33])[C:16]3[CH:17]=[C:18]([NH:23][C:24](=[O:30])[CH2:25][C:26]([CH3:27])([CH3:28])[CH3:29])[C:19]([CH3:22])=[C:20]([CH3:21])[C:15]=3[O:14][C:13]2([CH3:32])[CH3:31])[CH:9]=[CH:10][CH:11]=1)=[O:1]. (2) The reactants are O.O.[Sn](Cl)Cl.[N+:6]([C:9]1[CH:18]=[CH:17][CH:16]=[C:15]2[C:10]=1[CH:11]=[CH:12][O:13][C:14]2=[O:19])([O-])=O.C(=O)(O)[O-].[Na+].O. The catalyst is C1COCC1.CCOC(C)=O. The product is [NH2:6][C:9]1[CH:18]=[CH:17][CH:16]=[C:15]2[C:10]=1[CH:11]=[CH:12][O:13][C:14]2=[O:19]. The yield is 0.970. (3) The reactants are C1([O:7][C:8](=O)[N:9]([C:19]2[CH:24]=[C:23]([O:25][C:26]3[CH:31]=[CH:30][C:29]([NH:32][C:33]([C:35]4([C:38](=[O:47])[NH:39][C:40]5[CH:45]=[CH:44][C:43]([F:46])=[CH:42][CH:41]=5)[CH2:37][CH2:36]4)=[O:34])=[CH:28][C:27]=3[F:48])[CH:22]=[CH:21][N:20]=2)C(OC2C=CC=CC=2)=O)C=CC=CC=1.C(N(CC)CC)C.Cl.[NH:58]1[CH2:61][CH2:60][CH2:59]1. The catalyst is CN(C)C=O. The product is [N:58]1([C:8]([NH:9][C:19]2[CH:24]=[C:23]([O:25][C:26]3[CH:31]=[CH:30][C:29]([NH:32][C:33]([C:35]4([C:38]([NH:39][C:40]5[CH:41]=[CH:42][C:43]([F:46])=[CH:44][CH:45]=5)=[O:47])[CH2:37][CH2:36]4)=[O:34])=[CH:28][C:27]=3[F:48])[CH:22]=[CH:21][N:20]=2)=[O:7])[CH2:61][CH2:60][CH2:59]1. The yield is 0.690. (4) The catalyst is CN(C=O)C.[Cu]I. The product is [C:10]([C:13]1[CH:17]=[C:16]([Cl:18])[S:15][C:14]=1[O:7][C:1]1[CH:6]=[CH:5][CH:4]=[CH:3][CH:2]=1)(=[O:12])[CH3:11]. The reactants are [C:1]1([OH:7])[CH:6]=[CH:5][CH:4]=[CH:3][CH:2]=1.[H-].[Na+].[C:10]([C:13]1[CH:17]=[C:16]([Cl:18])[S:15][C:14]=1Cl)(=[O:12])[CH3:11].O. The yield is 0.670.